Dataset: Forward reaction prediction with 1.9M reactions from USPTO patents (1976-2016). Task: Predict the product of the given reaction. (1) Given the reactants Br[C:2]1[C:3]([C:9]2[C:10]([F:34])=[C:11]([N:16]([CH2:28][O:29][CH2:30][CH2:31][O:32][CH3:33])[S:17]([C:20]3[CH:25]=[C:24]([F:26])[CH:23]=[CH:22][C:21]=3[F:27])(=[O:19])=[O:18])[CH:12]=[CH:13][C:14]=2[F:15])=[N:4][N:5]([CH2:7][CH3:8])[CH:6]=1.[N:35]1[CH:40]=[CH:39][C:38](B2OC(C)(C)C(C)(C)O2)=[CH:37][CH:36]=1.C(=O)([O-])[O-].[Cs+].[Cs+].C(Cl)Cl, predict the reaction product. The product is: [CH2:7]([N:5]1[CH:6]=[C:2]([C:38]2[CH:39]=[CH:40][N:35]=[CH:36][CH:37]=2)[C:3]([C:9]2[C:10]([F:34])=[C:11]([N:16]([CH2:28][O:29][CH2:30][CH2:31][O:32][CH3:33])[S:17]([C:20]3[CH:25]=[C:24]([F:26])[CH:23]=[CH:22][C:21]=3[F:27])(=[O:19])=[O:18])[CH:12]=[CH:13][C:14]=2[F:15])=[N:4]1)[CH3:8]. (2) Given the reactants [Cl:1][C:2]1[CH:3]=[CH:4][C:5]([O:41][CH3:42])=[C:6]([CH:40]=1)[CH2:7][C@H:8]1[C:14](=[O:15])[N:13]([C:16]([O:18][C:19]2[CH:24]=[CH:23][CH:22]=[CH:21][C:20]=2[Cl:25])=[O:17])[CH2:12][C:11](=[O:26])[N:10](CC2C(OC)=CC(OC)=CC=2OC)[CH2:9]1.C1(OC)C=CC=CC=1.FC(F)(F)C(O)=O, predict the reaction product. The product is: [Cl:1][C:2]1[CH:3]=[CH:4][C:5]([O:41][CH3:42])=[C:6]([CH:40]=1)[CH2:7][C@H:8]1[C:14](=[O:15])[N:13]([C:16]([O:18][C:19]2[CH:24]=[CH:23][CH:22]=[CH:21][C:20]=2[Cl:25])=[O:17])[CH2:12][C:11](=[O:26])[NH:10][CH2:9]1. (3) Given the reactants CCN(C(C)C)C(C)C.[OH:10][C:11]1[CH:12]=[CH:13][CH:14]=[C:15]2[C:20]=1[O:19][C:18](=[O:21])[C:17]([C:22]([OH:24])=O)=[CH:16]2.CN(C(ON1N=NC2C=CC=NC1=2)=[N+](C)C)C.F[P-](F)(F)(F)(F)F.[C:49]([O:53][C:54]([N:56]1[CH:60]=[CH:59][CH:58]=[C:57]1[C:61]1[CH:66]=[CH:65][CH:64]=[C:63]([NH2:67])[CH:62]=1)=[O:55])([CH3:52])([CH3:51])[CH3:50], predict the reaction product. The product is: [C:49]([O:53][C:54]([N:56]1[CH:60]=[CH:59][CH:58]=[C:57]1[C:61]1[CH:66]=[CH:65][CH:64]=[C:63]([NH:67][C:22]([C:17]2[C:18](=[O:21])[O:19][C:20]3[C:15]([CH:16]=2)=[CH:14][CH:13]=[CH:12][C:11]=3[OH:10])=[O:24])[CH:62]=1)=[O:55])([CH3:52])([CH3:50])[CH3:51].